Dataset: Reaction yield outcomes from USPTO patents with 853,638 reactions. Task: Predict the reaction yield, written as a fraction of the theoretical maximum amount of product (1.0 means a 100% yield; for example, 0.34 means a 34% yield). (1) The reactants are [CH3:1][C:2]1[CH:7]=[CH:6][CH:5]=[C:4]([CH3:8])[C:3]=1[C:9]1[CH:14]=[CH:13][CH:12]=[C:11]([CH2:15][NH:16][C:17]2[CH:22]=[CH:21][C:20]([CH2:23][CH2:24][C:25]([O:27][CH3:28])=[O:26])=[CH:19][CH:18]=2)[CH:10]=1.I[CH2:30][CH2:31][CH3:32].C(=O)([O-])[O-].[K+].[K+]. The catalyst is CN(C)C=O. The product is [CH3:8][C:4]1[CH:5]=[CH:6][CH:7]=[C:2]([CH3:1])[C:3]=1[C:9]1[CH:14]=[CH:13][CH:12]=[C:11]([CH2:15][N:16]([CH2:30][CH2:31][CH3:32])[C:17]2[CH:18]=[CH:19][C:20]([CH2:23][CH2:24][C:25]([O:27][CH3:28])=[O:26])=[CH:21][CH:22]=2)[CH:10]=1. The yield is 0.890. (2) The reactants are [NH2:1][C:2]1[CH:7]=[C:6]([C:8]([CH3:11])([CH3:10])[CH3:9])[CH:5]=[CH:4][C:3]=1[NH:12][C:13]([CH2:15][CH:16]1[CH2:19][CH:18]([C:20]([N:22]([O:24][CH3:25])[CH3:23])=[O:21])[CH2:17]1)=O. The catalyst is C(O)(=O)C. The product is [C:8]([C:6]1[CH:5]=[CH:4][C:3]2[NH:12][C:13]([CH2:15][CH:16]3[CH2:19][CH:18]([C:20]([N:22]([O:24][CH3:25])[CH3:23])=[O:21])[CH2:17]3)=[N:1][C:2]=2[CH:7]=1)([CH3:11])([CH3:10])[CH3:9]. The yield is 0.930. (3) The reactants are CCN(C(C)C)C(C)C.C1C=CC2N(O)N=NC=2C=1.CCN=C=NCCCN(C)C.[OH:31][C:32]1[CH:37]=[CH:36][C:35]([C:38]2[O:42][N:41]=[C:40]([C:43]([OH:45])=O)[CH:39]=2)=[CH:34][CH:33]=1.OC1C=CC(C(=O)C)=CC=1.Cl.[NH2:57][CH2:58][C:59]([N:61]1[CH2:66][CH2:65][N:64]([C:67](=[O:79])[C:68]2[CH:73]=[C:72]([F:74])[CH:71]=[CH:70][C:69]=2[C:75]([F:78])([F:77])[F:76])[CH2:63][CH2:62]1)=[O:60].FC1C=CC(C(F)(F)F)=C(C=1)C(O)=O. The catalyst is CN(C=O)C.O. The product is [F:74][C:72]1[CH:71]=[CH:70][C:69]([C:75]([F:77])([F:76])[F:78])=[C:68]([CH:73]=1)[C:67]([N:64]1[CH2:65][CH2:66][N:61]([C:59](=[O:60])[CH2:58][NH:57][C:43]([C:40]2[CH:39]=[C:38]([C:35]3[CH:34]=[CH:33][C:32]([OH:31])=[CH:37][CH:36]=3)[O:42][N:41]=2)=[O:45])[CH2:62][CH2:63]1)=[O:79]. The yield is 0.573. (4) The yield is 0.760. The catalyst is C(Cl)Cl. The product is [CH:11]([C:8]1[S:7][C:6]([NH:5][CH2:4][CH2:3][CH2:2][NH:1][C:15](=[O:16])[C@@H:14]([NH:18][C:19](=[O:20])[O:21][C:22]([CH3:24])([CH3:23])[CH3:25])[CH3:13])=[N:10][CH:9]=1)=[O:12]. The reactants are [NH2:1][CH2:2][CH2:3][CH2:4][NH:5][C:6]1[S:7][C:8]([CH:11]=[O:12])=[CH:9][N:10]=1.[CH3:13][C@H:14]([NH:18][C:19]([O:21][C:22]([CH3:25])([CH3:24])[CH3:23])=[O:20])[C:15](O)=[O:16].ON1C2N=CC=CC=2N=N1.CN1CCOCC1.C(Cl)CCl.